This data is from Peptide-MHC class I binding affinity with 185,985 pairs from IEDB/IMGT. The task is: Regression. Given a peptide amino acid sequence and an MHC pseudo amino acid sequence, predict their binding affinity value. This is MHC class I binding data. (1) The peptide sequence is ASLKNTISK. The MHC is HLA-A03:01 with pseudo-sequence HLA-A03:01. The binding affinity (normalized) is 0.828. (2) The peptide sequence is LTDDMIAAY. The MHC is HLA-A03:01 with pseudo-sequence HLA-A03:01. The binding affinity (normalized) is 0.0880.